This data is from Full USPTO retrosynthesis dataset with 1.9M reactions from patents (1976-2016). The task is: Predict the reactants needed to synthesize the given product. (1) Given the product [Cl:1][C:2]1[CH:3]=[N:4][C:5]2[N:6]([N:8]=[C:9]([C:11]([N:20]3[CH2:19][CH2:18][N:17]4[C:21]([CH3:24])=[CH:22][CH:23]=[C:16]4[CH:15]3[CH3:14])=[O:13])[CH:10]=2)[CH:7]=1, predict the reactants needed to synthesize it. The reactants are: [Cl:1][C:2]1[CH:3]=[N:4][C:5]2[N:6]([N:8]=[C:9]([C:11]([OH:13])=O)[CH:10]=2)[CH:7]=1.[CH3:14][CH:15]1[NH:20][CH2:19][CH2:18][N:17]2[C:21]([CH3:24])=[CH:22][CH:23]=[C:16]12. (2) Given the product [OH:28][CH:27]([CH:29]1[CH2:30][CH2:31][N:32]([C:2]2[N:7]3[N:8]=[CH:9][CH:10]=[C:6]3[N:5]=[C:4]([NH:12][C:13](=[O:24])[C:14]3[CH:15]=[CH:16][C:17]([C:20]([OH:23])([CH3:21])[CH3:22])=[CH:18][CH:19]=3)[CH:3]=2)[CH2:33][CH2:34]1)[CH:26]([CH3:35])[CH3:25], predict the reactants needed to synthesize it. The reactants are: Cl[C:2]1[N:7]2[N:8]=[C:9](C)[CH:10]=[C:6]2[N:5]=[C:4]([NH:12][C:13](=[O:24])[C:14]2[CH:19]=[CH:18][C:17]([C:20]([OH:23])([CH3:22])[CH3:21])=[CH:16][CH:15]=2)[CH:3]=1.[CH3:25][CH:26]([CH3:35])[CH:27]([CH:29]1[CH2:34][CH2:33][NH:32][CH2:31][CH2:30]1)[OH:28].